This data is from Catalyst prediction with 721,799 reactions and 888 catalyst types from USPTO. The task is: Predict which catalyst facilitates the given reaction. (1) Reactant: [Cl:1][C:2]1[C:10]2[C:5](=[CH:6][C:7]([C:11]([NH:13][CH:14]([C:24]3[CH:29]=[CH:28][CH:27]=[CH:26][C:25]=3[Cl:30])[CH2:15][O:16][CH2:17][CH:18]3[CH2:23][CH2:22][NH:21][CH2:20][CH2:19]3)=[O:12])=[CH:8][CH:9]=2)[NH:4][CH:3]=1.C(=O)([O-])[O-].[K+].[K+].FC(F)(F)S(O[CH2:43][C:44]([F:47])([F:46])[F:45])(=O)=O.O. Product: [Cl:1][C:2]1[C:10]2[C:5](=[CH:6][C:7]([C:11]([NH:13][CH:14]([C:24]3[CH:29]=[CH:28][CH:27]=[CH:26][C:25]=3[Cl:30])[CH2:15][O:16][CH2:17][CH:18]3[CH2:23][CH2:22][N:21]([CH2:43][C:44]([F:47])([F:46])[F:45])[CH2:20][CH2:19]3)=[O:12])=[CH:8][CH:9]=2)[NH:4][CH:3]=1. The catalyst class is: 16. (2) Reactant: [S:1]1[CH2:5][CH2:4][N:3]=[C:2]1[NH:6][CH:7]([C:17]1[CH:22]=[CH:21][CH:20]=[C:19]([Cl:23])[C:18]=1[Cl:24])[CH2:8][C:9]1[CH:14]=[C:13]([CH3:15])[CH:12]=[C:11]([CH3:16])[CH:10]=1.[N:25]([C:28]1[CH:33]=[CH:32][CH:31]=[C:30]([C:34]([F:37])([F:36])[F:35])[CH:29]=1)=[C:26]=[S:27]. Product: [F:35][C:34]([F:36])([F:37])[C:30]1[CH:29]=[C:28]([NH:25][C:26]([N:3]2[CH2:4][CH2:5][S:1][C:2]2=[N:6][CH:7]([C:17]2[CH:22]=[CH:21][CH:20]=[C:19]([Cl:23])[C:18]=2[Cl:24])[CH2:8][C:9]2[CH:10]=[C:11]([CH3:16])[CH:12]=[C:13]([CH3:15])[CH:14]=2)=[S:27])[CH:33]=[CH:32][CH:31]=1. The catalyst class is: 22. (3) Reactant: C([O:3][C:4](=[O:39])[CH2:5][O:6][C:7]1[CH:8]=[N:9][CH:10]=[C:11]([NH:13][C:14]([N:16]2[CH2:21][CH2:20][N:19]([C:22](=[O:38])[C:23]3[CH:28]=[CH:27][CH:26]=[C:25]([O:29][CH2:30][CH2:31][CH:32]4[CH2:37][CH2:36][CH2:35][CH2:34][CH2:33]4)[CH:24]=3)[CH2:18][CH2:17]2)=[O:15])[CH:12]=1)C.CO.[OH-].[Na+]. Product: [CH:32]1([CH2:31][CH2:30][O:29][C:25]2[CH:24]=[C:23]([CH:28]=[CH:27][CH:26]=2)[C:22]([N:19]2[CH2:20][CH2:21][N:16]([C:14]([NH:13][C:11]3[CH:12]=[C:7]([O:6][CH2:5][C:4]([OH:39])=[O:3])[CH:8]=[N:9][CH:10]=3)=[O:15])[CH2:17][CH2:18]2)=[O:38])[CH2:37][CH2:36][CH2:35][CH2:34][CH2:33]1. The catalyst class is: 1.